The task is: Predict the reaction yield, written as a fraction of the theoretical maximum amount of product (1.0 means a 100% yield; for example, 0.34 means a 34% yield).. This data is from Reaction yield outcomes from USPTO patents with 853,638 reactions. (1) The reactants are C([NH:4][C:5]1[CH:9]=[C:8]([Cl:10])[N:7]([C:11]2[CH:16]=[CH:15][C:14]([Br:17])=[CH:13][CH:12]=2)[C:6]=1[C:18]([O:20][CH2:21][CH3:22])=[O:19])(=O)C.Cl. The catalyst is C(O)C. The product is [NH2:4][C:5]1[CH:9]=[C:8]([Cl:10])[N:7]([C:11]2[CH:12]=[CH:13][C:14]([Br:17])=[CH:15][CH:16]=2)[C:6]=1[C:18]([O:20][CH2:21][CH3:22])=[O:19]. The yield is 0.960. (2) The reactants are Cl[C:2]1[N:7]=[C:6]([O:8][CH3:9])[C:5]([N+:10]([O-:12])=[O:11])=[CH:4][CH:3]=1.[CH3:13][Si:14]([C:17]#[CH:18])([CH3:16])[CH3:15].C(N(CC)CC)C. The catalyst is CN(C=O)C.O.Cl[Pd](Cl)([P](C1C=CC=CC=1)(C1C=CC=CC=1)C1C=CC=CC=1)[P](C1C=CC=CC=1)(C1C=CC=CC=1)C1C=CC=CC=1.[Cu](I)I. The product is [CH3:9][O:8][C:6]1[C:5]([N+:10]([O-:12])=[O:11])=[CH:4][CH:3]=[C:2]([C:18]#[C:17][Si:14]([CH3:16])([CH3:15])[CH3:13])[N:7]=1. The yield is 0.500. (3) The reactants are [N+:1]([C:4]1[CH:10]=[CH:9][C:7]([NH2:8])=[CH:6][CH:5]=1)([O-:3])=[O:2].[Br:11]Br. The catalyst is CC(O)=O. The product is [Br:11][C:9]1[CH:10]=[C:4]([N+:1]([O-:3])=[O:2])[CH:5]=[CH:6][C:7]=1[NH2:8]. The yield is 0.800. (4) The reactants are CC1C=CC(S(OCC2CC3C=CC=C(OS(C(F)(F)F)(=O)=O)C=3O2)(=O)=O)=CC=1.P([O-])([O-])([O-])=O.[K+].[K+].[K+].[CH3:38][C:39]1[CH:44]=[CH:43][C:42]([S:45]([O:48][CH2:49][CH:50]2[CH2:54][C:53]3[CH:55]=[CH:56][CH:57]=[C:58]([C:59]4[CH:64]=[C:63](C(F)(F)F)[CH:62]=[C:61]([C:69](F)(F)F)[CH:60]=4)[C:52]=3[O:51]2)(=[O:47])=[O:46])=[CH:41][CH:40]=1. The catalyst is C1C=CC([P]([Pd]([P](C2C=CC=CC=2)(C2C=CC=CC=2)C2C=CC=CC=2)([P](C2C=CC=CC=2)(C2C=CC=CC=2)C2C=CC=CC=2)[P](C2C=CC=CC=2)(C2C=CC=CC=2)C2C=CC=CC=2)(C2C=CC=CC=2)C2C=CC=CC=2)=CC=1. The product is [CH3:38][C:39]1[CH:40]=[CH:41][C:42]([S:45]([O:48][CH2:49][CH:50]2[CH2:54][C:53]3[CH:55]=[CH:56][CH:57]=[C:58]([C:59]4[CH:64]=[CH:63][CH:62]=[C:61]([CH3:69])[CH:60]=4)[C:52]=3[O:51]2)(=[O:46])=[O:47])=[CH:43][CH:44]=1. The yield is 0.690. (5) The product is [Cl:2][C:3]1[CH:4]=[C:5]([C:10]23[CH2:15][CH:14]2[CH2:13][N:12]([CH3:16])[CH2:11]3)[CH:6]=[CH:7][C:8]=1[Cl:9]. The reactants are Cl.[Cl:2][C:3]1[CH:4]=[C:5]([C:10]23[CH2:15][CH:14]2[CH2:13][NH:12][CH2:11]3)[CH:6]=[CH:7][C:8]=1[Cl:9].[CH:16](O)=O. The yield is 0.790. The catalyst is C=O.O.[OH-].[Na+]. (6) The reactants are C([O:3][C:4](=O)[CH2:5][CH2:6][C:7]1[C:8]2[C:19]([CH3:20])=[C:18]3[C:13]([CH:14]=[CH:15][CH:16]=[CH:17]3)=[C:12]([O:21][Si:22]([C:25]([CH3:28])([CH3:27])[CH3:26])([CH3:24])[CH3:23])[C:9]=2[O:10][CH:11]=1)C.[H-].C([Al+]CC(C)C)C(C)C. The catalyst is C(Cl)Cl. The product is [C:25]([Si:22]([CH3:23])([CH3:24])[O:21][C:12]1[C:9]2[O:10][CH:11]=[C:7]([CH2:6][CH2:5][CH:4]=[O:3])[C:8]=2[C:19]([CH3:20])=[C:18]2[C:13]=1[CH:14]=[CH:15][CH:16]=[CH:17]2)([CH3:28])([CH3:27])[CH3:26]. The yield is 0.980. (7) The catalyst is [Cu](I)I.O1CCOCC1. The product is [CH3:1][C:2]1[CH:7]=[CH:6][N:5]=[CH:4][C:3]=1[N:8]1[CH2:12][CH2:11][N:10]([C:15]2[S:16][CH:17]=[CH:18][CH:19]=2)[C:9]1=[O:13]. The yield is 0.484. The reactants are [CH3:1][C:2]1[CH:7]=[CH:6][N:5]=[CH:4][C:3]=1[N:8]1[CH2:12][CH2:11][NH:10][C:9]1=[O:13].Br[C:15]1[S:16][CH:17]=[CH:18][CH:19]=1.N[C@@H]1CCCC[C@H]1N.C(=O)([O-])[O-].[K+].[K+]. (8) The reactants are [CH2:1]([O:8][C:9]1[CH:10]=[C:11]([N:20]([C:28]([O:30][C:31]([CH3:34])([CH3:33])[CH3:32])=[O:29])[CH2:21][CH2:22][CH:23](OC)[O:24]C)[C:12]([I:19])=[C:13]2[C:18]=1[N:17]=[CH:16][CH:15]=[CH:14]2)[C:2]1[CH:7]=[CH:6][CH:5]=[CH:4][CH:3]=1.CC1C=CC(S(O)(=O)=O)=CC=1.O.O. The catalyst is CC(C)=O. The product is [CH2:1]([O:8][C:9]1[CH:10]=[C:11]([N:20]([C:28]([O:30][C:31]([CH3:34])([CH3:33])[CH3:32])=[O:29])[CH2:21][CH2:22][CH:23]=[O:24])[C:12]([I:19])=[C:13]2[C:18]=1[N:17]=[CH:16][CH:15]=[CH:14]2)[C:2]1[CH:7]=[CH:6][CH:5]=[CH:4][CH:3]=1. The yield is 0.990. (9) The catalyst is O=[Mn]=O.C(Cl)Cl. The yield is 0.900. The product is [F:1][C:2]1[CH:3]=[C:4]([C:9]([C:11]2[C:20]([N+:21]([O-:23])=[O:22])=[C:19]3[C:14]([CH:15]=[CH:16][CH:17]=[N:18]3)=[CH:13][CH:12]=2)=[O:10])[CH:5]=[CH:6][C:7]=1[F:8]. The reactants are [F:1][C:2]1[CH:3]=[C:4]([CH:9]([C:11]2[C:20]([N+:21]([O-:23])=[O:22])=[C:19]3[C:14]([CH:15]=[CH:16][CH:17]=[N:18]3)=[CH:13][CH:12]=2)[OH:10])[CH:5]=[CH:6][C:7]=1[F:8]. (10) The reactants are [CH3:1][N:2]1[C:6]([C:7](=O)[CH2:8][C:9]2[CH:13]=[CH:12][S:11][CH:10]=2)=[CH:5][CH:4]=[N:3]1.[CH2:15]([O:17][C:18]1[CH:19]=[C:20]([CH:23]=[C:24]([N+:27]([O-:29])=[O:28])[C:25]=1[OH:26])[CH:21]=O)[CH3:16].[NH2:30][C:31]([NH2:33])=[O:32].Cl. The catalyst is CCO. The product is [CH2:15]([O:17][C:18]1[CH:19]=[C:20]([CH:21]2[C:8]([C:9]3[CH:13]=[CH:12][S:11][CH:10]=3)=[C:7]([C:6]3[N:2]([CH3:1])[N:3]=[CH:4][CH:5]=3)[NH:33][C:31](=[O:32])[NH:30]2)[CH:23]=[C:24]([N+:27]([O-:29])=[O:28])[C:25]=1[OH:26])[CH3:16]. The yield is 0.167.